From a dataset of Forward reaction prediction with 1.9M reactions from USPTO patents (1976-2016). Predict the product of the given reaction. (1) Given the reactants [C:1]([O:5][C:6]([N:8]1[CH2:13][CH2:12][N:11]([C:14]2[S:15][C:16]3[CH:22]=[C:21]([C:23](OCC)=[O:24])[CH:20]=[CH:19][C:17]=3[N:18]=2)[CH2:10][CH2:9]1)=[O:7])([CH3:4])([CH3:3])[CH3:2].[BH4-].[Li+].C(=O)(O)[O-].[Na+], predict the reaction product. The product is: [OH:24][CH2:23][C:21]1[CH:20]=[CH:19][C:17]2[N:18]=[C:14]([N:11]3[CH2:12][CH2:13][N:8]([C:6]([O:5][C:1]([CH3:2])([CH3:4])[CH3:3])=[O:7])[CH2:9][CH2:10]3)[S:15][C:16]=2[CH:22]=1. (2) Given the reactants [F:1][C:2]1[CH:10]=[CH:9][C:8]([O:11][CH3:12])=[C:7]2[C:3]=1[C:4]([C:13]([OH:15])=O)=[CH:5][NH:6]2.Cl.[NH2:17][C@H:18]1[CH2:23][CH2:22][O:21][CH2:20][C@@H:19]1[OH:24], predict the reaction product. The product is: [F:1][C:2]1[CH:10]=[CH:9][C:8]([O:11][CH3:12])=[C:7]2[C:3]=1[C:4]([C:13]([NH:17][C@H:18]1[CH2:23][CH2:22][O:21][CH2:20][C@@H:19]1[OH:24])=[O:15])=[CH:5][NH:6]2.